From a dataset of Reaction yield outcomes from USPTO patents with 853,638 reactions. Predict the reaction yield, written as a fraction of the theoretical maximum amount of product (1.0 means a 100% yield; for example, 0.34 means a 34% yield). (1) The reactants are [OH:1][C:2]1[CH:3]=[N:4][CH:5]=[CH:6][CH:7]=1.Cl[CH2:9][C:10]([N:12]1[CH2:17][CH2:16][N:15]([S:18]([C:21]2[CH:30]=[CH:29][C:28]3[C:23](=[CH:24][CH:25]=[CH:26][CH:27]=3)[CH:22]=2)(=[O:20])=[O:19])[CH2:14][CH2:13]1)=[O:11].C(=O)([O-])[O-].[K+].[K+].O. The catalyst is C(#N)C. The product is [CH:22]1[C:23]2[C:28](=[CH:27][CH:26]=[CH:25][CH:24]=2)[CH:29]=[CH:30][C:21]=1[S:18]([N:15]1[CH2:14][CH2:13][N:12]([C:10](=[O:11])[CH2:9][O:1][C:2]2[CH:3]=[N:4][CH:5]=[CH:6][CH:7]=2)[CH2:17][CH2:16]1)(=[O:20])=[O:19]. The yield is 0.115. (2) The reactants are [NH2:1][C:2]1[C:3]([C:21]([NH2:23])=[O:22])=[N:4][C:5]([C:15]2[CH:16]=[N:17][CH:18]=[CH:19][CH:20]=2)=[N:6][C:7]=1[NH:8][C:9]1[CH:14]=[CH:13][CH:12]=[CH:11][CH:10]=1.N[C:25]1C(C(OC)=O)=NC(C2C=NC=CC=2)=NC=1NC1C=CC=CC=1.N. The catalyst is CO. The product is [C:9]1([N:8]2[CH:25]=[N:1][C:2]3[C:7]2=[N:6][C:5]([C:15]2[CH:16]=[N:17][CH:18]=[CH:19][CH:20]=2)=[N:4][C:3]=3[C:21]([NH2:23])=[O:22])[CH:10]=[CH:11][CH:12]=[CH:13][CH:14]=1. The yield is 1.00. (3) The reactants are [H-].[Na+].[Cl:3][C:4]1[CH:9]=[CH:8][C:7]([C:10]2[N:14]([C:15]3[CH:20]=[CH:19][C:18]([Cl:21])=[CH:17][C:16]=3[Cl:22])[N:13]=[C:12]([C:23]3[NH:27][C:26](=[O:28])[C:25]([CH3:30])([CH3:29])[N:24]=3)[C:11]=2[CH3:31])=[CH:6][CH:5]=1.[CH3:32]I.O. The catalyst is CN(C=O)C. The product is [Cl:3][C:4]1[CH:9]=[CH:8][C:7]([C:10]2[N:14]([C:15]3[CH:20]=[CH:19][C:18]([Cl:21])=[CH:17][C:16]=3[Cl:22])[N:13]=[C:12]([C:23]3[N:27]([CH3:32])[C:26](=[O:28])[C:25]([CH3:29])([CH3:30])[N:24]=3)[C:11]=2[CH3:31])=[CH:6][CH:5]=1. The yield is 0.680. (4) The yield is 0.230. The product is [Br:29][C:30]1[CH:35]=[CH:34][C:33]([F:36])=[CH:32][C:31]=1[CH2:37][C@@H:38]([NH:40][C:2]1[CH:7]=[CH:6][NH:5][C:4](=[O:8])[C:3]=1[C:9]1[NH:10][C:11]2[C:12]([N:28]=1)=[CH:13][C:14]1[CH2:15][N:16]([CH2:21][CH2:22][N:23]3[CH2:27][CH2:26][CH2:25][CH2:24]3)[C:17](=[O:20])[C:18]=1[CH:19]=2)[CH3:39]. The catalyst is CCO. The reactants are Cl[C:2]1[CH:7]=[CH:6][NH:5][C:4](=[O:8])[C:3]=1[C:9]1[NH:10][C:11]2[C:12]([N:28]=1)=[CH:13][C:14]1[CH2:15][N:16]([CH2:21][CH2:22][N:23]3[CH2:27][CH2:26][CH2:25][CH2:24]3)[C:17](=[O:20])[C:18]=1[CH:19]=2.[Br:29][C:30]1[CH:35]=[CH:34][C:33]([F:36])=[CH:32][C:31]=1[CH2:37][C@@H:38]([NH2:40])[CH3:39].CCN(C(C)C)C(C)C. (5) The reactants are Cl.[NH:2]1[CH2:7][CH2:6][CH2:5][C@H:4]([C:8]2[N:12]=[C:11]([C:13]3[CH:18]=[CH:17][CH:16]=[CH:15][N:14]=3)[O:10][N:9]=2)[CH2:3]1.[F:19][C:20]1[C:28]([F:29])=[C:27]([F:30])[CH:26]=[CH:25][C:21]=1[C:22](Cl)=[O:23]. No catalyst specified. The product is [N:14]1[CH:15]=[CH:16][CH:17]=[CH:18][C:13]=1[C:11]1[O:10][N:9]=[C:8]([C@H:4]2[CH2:5][CH2:6][CH2:7][N:2]([C:22]([C:21]3[CH:25]=[CH:26][C:27]([F:30])=[C:28]([F:29])[C:20]=3[F:19])=[O:23])[CH2:3]2)[N:12]=1. The yield is 0.540. (6) The reactants are [Cl:1][C:2]1[CH:7]=[C:6]([Cl:8])[CH:5]=[C:4]([CH3:9])[C:3]=1[S:10](Cl)(=[O:12])=[O:11].S([O-])([O-])=O.[Na+].[Na+].C(=O)(O)[O-].[Na+].I[CH2:26][CH3:27]. No catalyst specified. The product is [Cl:1][C:2]1[CH:7]=[C:6]([Cl:8])[CH:5]=[C:4]([CH3:9])[C:3]=1[S:10]([CH2:26][CH3:27])(=[O:12])=[O:11]. The yield is 0.680. (7) The reactants are C1(P(C2C=CC=CC=2)C2C=CC=CC=2)C=CC=CC=1.BrN1C(=O)CCC1=O.[Cl:28][C:29]1[CH:30]=[C:31]([CH:39]([CH2:43][CH:44]2[CH2:48][CH2:47][CH2:46][CH2:45]2)[C:40]([OH:42])=O)[CH:32]=[CH:33][C:34]=1[S:35]([CH3:38])(=[O:37])=[O:36].[NH2:49][C:50]1[CH:55]=[CH:54][C:53]([C:56]([F:59])([F:58])[F:57])=[CH:52][N:51]=1.N1C=CC=CC=1. The catalyst is C(Cl)Cl.O. The product is [Cl:28][C:29]1[CH:30]=[C:31]([CH:39]([CH2:43][CH:44]2[CH2:48][CH2:47][CH2:46][CH2:45]2)[C:40]([NH:49][C:50]2[CH:55]=[CH:54][C:53]([C:56]([F:58])([F:57])[F:59])=[CH:52][N:51]=2)=[O:42])[CH:32]=[CH:33][C:34]=1[S:35]([CH3:38])(=[O:36])=[O:37]. The yield is 0.430.